Task: Predict the reactants needed to synthesize the given product.. Dataset: Full USPTO retrosynthesis dataset with 1.9M reactions from patents (1976-2016) (1) Given the product [Br:1][C:16]1[C:17]2[O:9][CH:10]=[CH:11][C:12]=2[C:13](=[O:18])[NH:14][CH:15]=1, predict the reactants needed to synthesize it. The reactants are: [Br:1]N1C(=O)CCC1=O.[O:9]1[C:17]2[CH:16]=[CH:15][NH:14][C:13](=[O:18])[C:12]=2[CH:11]=[CH:10]1.CO. (2) Given the product [CH:21]1([C:19]([N:16]2[CH2:17][CH2:18][C@@H:14]([CH2:13][N:12]3[C:11]4[CH:24]=[C:25]([C:28]([O:30][CH3:31])=[O:29])[CH:26]=[CH:27][C:10]=4[N:9]=[C:8]3[C:5]3[CH:6]=[CH:7][C:2]([C:36]4[CH:37]=[CH:38][C:33]([F:32])=[CH:34][CH:35]=4)=[CH:3][CH:4]=3)[CH2:15]2)=[O:20])[CH2:23][CH2:22]1, predict the reactants needed to synthesize it. The reactants are: Br[C:2]1[CH:7]=[CH:6][C:5]([C:8]2[N:12]([CH2:13][C@@H:14]3[CH2:18][CH2:17][N:16]([C:19]([CH:21]4[CH2:23][CH2:22]4)=[O:20])[CH2:15]3)[C:11]3[CH:24]=[C:25]([C:28]([O:30][CH3:31])=[O:29])[CH:26]=[CH:27][C:10]=3[N:9]=2)=[CH:4][CH:3]=1.[F:32][C:33]1[CH:38]=[CH:37][C:36](B(O)O)=[CH:35][CH:34]=1.